From a dataset of NCI-60 drug combinations with 297,098 pairs across 59 cell lines. Regression. Given two drug SMILES strings and cell line genomic features, predict the synergy score measuring deviation from expected non-interaction effect. (1) Drug 1: C1CC(C1)(C(=O)O)C(=O)O.[NH2-].[NH2-].[Pt+2]. Drug 2: C1=NC2=C(N=C(N=C2N1C3C(C(C(O3)CO)O)F)Cl)N. Cell line: MOLT-4. Synergy scores: CSS=91.4, Synergy_ZIP=10.5, Synergy_Bliss=10.7, Synergy_Loewe=7.12, Synergy_HSA=11.4. (2) Drug 1: C1=NC2=C(N=C(N=C2N1C3C(C(C(O3)CO)O)F)Cl)N. Drug 2: CS(=O)(=O)OCCCCOS(=O)(=O)C. Cell line: M14. Synergy scores: CSS=3.25, Synergy_ZIP=-0.393, Synergy_Bliss=1.68, Synergy_Loewe=1.98, Synergy_HSA=0.391. (3) Drug 1: CCC1(CC2CC(C3=C(CCN(C2)C1)C4=CC=CC=C4N3)(C5=C(C=C6C(=C5)C78CCN9C7C(C=CC9)(C(C(C8N6C=O)(C(=O)OC)O)OC(=O)C)CC)OC)C(=O)OC)O.OS(=O)(=O)O. Drug 2: C1CN(P(=O)(OC1)NCCCl)CCCl. Cell line: SK-MEL-5. Synergy scores: CSS=19.2, Synergy_ZIP=0.429, Synergy_Bliss=-2.34, Synergy_Loewe=-37.0, Synergy_HSA=-6.64. (4) Drug 1: CN(C(=O)NC(C=O)C(C(C(CO)O)O)O)N=O. Drug 2: C1CNP(=O)(OC1)N(CCCl)CCCl. Cell line: HCT116. Synergy scores: CSS=2.38, Synergy_ZIP=-4.55, Synergy_Bliss=-6.35, Synergy_Loewe=-4.21, Synergy_HSA=-4.01. (5) Drug 1: CCCS(=O)(=O)NC1=C(C(=C(C=C1)F)C(=O)C2=CNC3=C2C=C(C=N3)C4=CC=C(C=C4)Cl)F. Drug 2: CC1=CC2C(CCC3(C2CCC3(C(=O)C)OC(=O)C)C)C4(C1=CC(=O)CC4)C. Cell line: SF-539. Synergy scores: CSS=5.94, Synergy_ZIP=-0.652, Synergy_Bliss=0.172, Synergy_Loewe=-1.64, Synergy_HSA=-0.137. (6) Synergy scores: CSS=21.6, Synergy_ZIP=-6.22, Synergy_Bliss=-1.21, Synergy_Loewe=-14.9, Synergy_HSA=-2.13. Cell line: ACHN. Drug 1: C1=CC(=CC=C1CC(C(=O)O)N)N(CCCl)CCCl.Cl. Drug 2: C(CC(=O)O)C(=O)CN.Cl. (7) Drug 1: CC1C(C(=O)NC(C(=O)N2CCCC2C(=O)N(CC(=O)N(C(C(=O)O1)C(C)C)C)C)C(C)C)NC(=O)C3=C4C(=C(C=C3)C)OC5=C(C(=O)C(=C(C5=N4)C(=O)NC6C(OC(=O)C(N(C(=O)CN(C(=O)C7CCCN7C(=O)C(NC6=O)C(C)C)C)C)C(C)C)C)N)C. Drug 2: N.N.Cl[Pt+2]Cl. Cell line: SNB-19. Synergy scores: CSS=58.5, Synergy_ZIP=-6.48, Synergy_Bliss=-7.52, Synergy_Loewe=-4.34, Synergy_HSA=-1.73.